From a dataset of Forward reaction prediction with 1.9M reactions from USPTO patents (1976-2016). Predict the product of the given reaction. (1) Given the reactants [BH4-].[Na+].[Cl:3][C:4]1[CH:16]=[C:15]([F:17])[CH:14]=[CH:13][C:5]=1[C:6]([CH:8]1[CH2:10][CH:9]1[C:11]#[N:12])=[O:7].ClCCl, predict the reaction product. The product is: [Cl:3][C:4]1[CH:16]=[C:15]([F:17])[CH:14]=[CH:13][C:5]=1[CH:6]([OH:7])[CH:8]1[CH2:10][CH:9]1[C:11]#[N:12]. (2) The product is: [F:13][C:14]1[CH:15]=[C:16]([S:21]([NH:1][C:2]2[S:3][CH:4]=[CH:5][N:6]=2)(=[O:22])=[O:23])[CH:17]=[CH:18][C:19]=1[F:20]. Given the reactants [NH2:1][C:2]1[S:3][CH:4]=[CH:5][N:6]=1.N1C=CC=CC=1.[F:13][C:14]1[CH:15]=[C:16]([S:21](Cl)(=[O:23])=[O:22])[CH:17]=[CH:18][C:19]=1[F:20], predict the reaction product. (3) Given the reactants Cl.Cl.[CH:3]1([C@@H:6]([C:8]2[CH:9]=[N:10][C:11]([C:14]([F:17])([F:16])[F:15])=[CH:12][CH:13]=2)[NH2:7])[CH2:5][CH2:4]1.C(N(CC)C(C)C)(C)C.Br[C:28]1[C:29]2[CH2:37][N:36]([C:38]3[CH:43]=[CH:42][C:41]([Cl:44])=[CH:40][N:39]=3)[CH2:35][CH2:34][C:30]=2[N:31]=[CH:32][N:33]=1, predict the reaction product. The product is: [Cl:44][C:41]1[CH:42]=[CH:43][C:38]([N:36]2[CH2:35][CH2:34][C:30]3[N:31]=[CH:32][N:33]=[C:28]([NH:7][C@@H:6]([CH:3]4[CH2:5][CH2:4]4)[C:8]4[CH:9]=[N:10][C:11]([C:14]([F:17])([F:15])[F:16])=[CH:12][CH:13]=4)[C:29]=3[CH2:37]2)=[N:39][CH:40]=1. (4) Given the reactants [CH:1]1([N:6]2[C:11]3[N:12]=[C:13]([S:16][CH3:17])[N:14]=[CH:15][C:10]=3[C:9]([CH3:18])=[C:8]([I:19])[C:7]2=[O:20])[CH2:5][CH2:4][CH2:3][CH2:2]1.C1(S(N2C(C3C=CC=CC=3)O2)(=O)=[O:28])C=CC=CC=1, predict the reaction product. The product is: [CH:1]1([N:6]2[C:11]3[N:12]=[C:13]([S:16]([CH3:17])=[O:28])[N:14]=[CH:15][C:10]=3[C:9]([CH3:18])=[C:8]([I:19])[C:7]2=[O:20])[CH2:2][CH2:3][CH2:4][CH2:5]1. (5) The product is: [CH2:3]([N:10]1[CH2:15][CH2:14][C:13]([N:21]2[CH2:25][CH2:24][CH2:23][C:22]2=[O:27])([C:16]([O:18][CH2:19][CH3:20])=[O:17])[CH2:12][CH2:11]1)[C:4]1[CH:9]=[CH:8][CH:7]=[CH:6][CH:5]=1. Given the reactants [H-].[Na+].[CH2:3]([N:10]1[CH2:15][CH2:14][C:13]([NH:21][C:22](=[O:27])[CH2:23][CH2:24][CH2:25]Cl)([C:16]([O:18][CH2:19][CH3:20])=[O:17])[CH2:12][CH2:11]1)[C:4]1[CH:9]=[CH:8][CH:7]=[CH:6][CH:5]=1.[I-].[Na+].C(Cl)Cl.CO, predict the reaction product.